Dataset: Peptide-MHC class II binding affinity with 134,281 pairs from IEDB. Task: Regression. Given a peptide amino acid sequence and an MHC pseudo amino acid sequence, predict their binding affinity value. This is MHC class II binding data. The binding affinity (normalized) is 0.341. The peptide sequence is PSFAGLRPTFDTRLM. The MHC is DRB1_0301 with pseudo-sequence DRB1_0301.